Dataset: Full USPTO retrosynthesis dataset with 1.9M reactions from patents (1976-2016). Task: Predict the reactants needed to synthesize the given product. (1) Given the product [OH:8][C:9]1[C:14]([O:15][CH3:16])=[CH:13][CH:12]=[CH:11][C:10]=1[CH2:17][CH2:18][C:19]([O:21][CH2:22][CH3:23])=[O:20], predict the reactants needed to synthesize it. The reactants are: C([O:8][C:9]1[C:14]([O:15][CH3:16])=[CH:13][CH:12]=[CH:11][C:10]=1/[CH:17]=[CH:18]/[C:19]([O:21][CH2:22][CH3:23])=[O:20])C1C=CC=CC=1. (2) Given the product [Br:1][C:2]1[CH:13]=[CH:12][C:5]([CH2:6][NH:8][CH:9]2[CH2:10][CH2:11]2)=[C:4]([CH3:14])[CH:3]=1, predict the reactants needed to synthesize it. The reactants are: [Br:1][C:2]1[CH:13]=[CH:12][C:5]([C:6]([NH:8][CH:9]2[CH2:11][CH2:10]2)=O)=[C:4]([CH3:14])[CH:3]=1.S(C)C.C([O-])([O-])=O.[Na+].[Na+].